From a dataset of Catalyst prediction with 721,799 reactions and 888 catalyst types from USPTO. Predict which catalyst facilitates the given reaction. Reactant: [F:1][C:2]1[CH:3]=[C:4]([NH2:24])[CH:5]=[CH:6][C:7]=1[O:8][C:9]1[CH:14]=[CH:13][N:12]=[C:11]2[CH:15]=[C:16]([C:18]3[N:19]([CH3:23])[CH:20]=[CH:21][N:22]=3)[S:17][C:10]=12.[CH:25]1([CH2:31][C:32]([N:34]=[C:35]=[S:36])=[O:33])[CH2:30][CH2:29][CH2:28][CH2:27][CH2:26]1. The catalyst class is: 1. Product: [CH:25]1([CH2:31][C:32]([NH:34][C:35](=[S:36])[NH:24][C:4]2[CH:5]=[CH:6][C:7]([O:8][C:9]3[CH:14]=[CH:13][N:12]=[C:11]4[CH:15]=[C:16]([C:18]5[N:19]([CH3:23])[CH:20]=[CH:21][N:22]=5)[S:17][C:10]=34)=[C:2]([F:1])[CH:3]=2)=[O:33])[CH2:30][CH2:29][CH2:28][CH2:27][CH2:26]1.